From a dataset of Catalyst prediction with 721,799 reactions and 888 catalyst types from USPTO. Predict which catalyst facilitates the given reaction. (1) Product: [Cl:1][C:2]1[N:7]=[C:6]2[N:8]([CH:13]3[CH2:14][CH2:15][CH2:16][CH2:17][O:12]3)[N:9]=[C:10]([I:11])[C:5]2=[CH:4][CH:3]=1. Reactant: [Cl:1][C:2]1[N:7]=[C:6]2[NH:8][N:9]=[C:10]([I:11])[C:5]2=[CH:4][CH:3]=1.[O:12]1[CH:17]=[CH:16][CH2:15][CH2:14][CH2:13]1.CS(O)(=O)=O. The catalyst class is: 539. (2) Reactant: [C:1]([C:3]1[CH:22]=[C:21]([C:23]2[N:31]=[CH:30][N:29]=[C:28]3[C:24]=2[N:25]=[C:26]([C:32]2[CH:37]=[CH:36][C:35]([N:38]4[CH2:43][CH2:42][O:41][CH2:40][CH2:39]4)=[CH:34][CH:33]=2)[NH:27]3)[CH:20]=[CH:19][C:4]=1[O:5][CH:6]1[CH2:11][CH2:10][N:9](C(OC(C)(C)C)=O)[CH2:8][CH2:7]1)#[N:2]. Product: [O:41]1[CH2:42][CH2:43][N:38]([C:35]2[CH:34]=[CH:33][C:32]([C:26]3[NH:27][C:28]4[C:24]([N:25]=3)=[C:23]([C:21]3[CH:20]=[CH:19][C:4]([O:5][CH:6]5[CH2:11][CH2:10][NH:9][CH2:8][CH2:7]5)=[C:3]([CH:22]=3)[C:1]#[N:2])[N:31]=[CH:30][N:29]=4)=[CH:37][CH:36]=2)[CH2:39][CH2:40]1. The catalyst class is: 557.